This data is from NCI-60 drug combinations with 297,098 pairs across 59 cell lines. The task is: Regression. Given two drug SMILES strings and cell line genomic features, predict the synergy score measuring deviation from expected non-interaction effect. (1) Drug 1: C1=CC(=CC=C1CCCC(=O)O)N(CCCl)CCCl. Cell line: KM12. Synergy scores: CSS=0.150, Synergy_ZIP=-13.7, Synergy_Bliss=-39.0, Synergy_Loewe=-9.51, Synergy_HSA=-34.2. Drug 2: C1C(C(OC1N2C=C(C(=O)NC2=O)F)CO)O. (2) Drug 1: CN1CCC(CC1)COC2=C(C=C3C(=C2)N=CN=C3NC4=C(C=C(C=C4)Br)F)OC. Drug 2: CC1=CC2C(CCC3(C2CCC3(C(=O)C)OC(=O)C)C)C4(C1=CC(=O)CC4)C. Cell line: HCC-2998. Synergy scores: CSS=6.59, Synergy_ZIP=1.54, Synergy_Bliss=0.375, Synergy_Loewe=-6.23, Synergy_HSA=-2.48. (3) Drug 1: CC(C)(C#N)C1=CC(=CC(=C1)CN2C=NC=N2)C(C)(C)C#N. Drug 2: COC1=C2C(=CC3=C1OC=C3)C=CC(=O)O2. Cell line: M14. Synergy scores: CSS=-11.1, Synergy_ZIP=16.0, Synergy_Bliss=8.12, Synergy_Loewe=-1.29, Synergy_HSA=-4.19. (4) Drug 1: COC1=CC(=CC(=C1O)OC)C2C3C(COC3=O)C(C4=CC5=C(C=C24)OCO5)OC6C(C(C7C(O6)COC(O7)C8=CC=CS8)O)O. Drug 2: C1CN(P(=O)(OC1)NCCCl)CCCl. Cell line: PC-3. Synergy scores: CSS=9.35, Synergy_ZIP=-5.24, Synergy_Bliss=-5.06, Synergy_Loewe=-66.0, Synergy_HSA=-4.86. (5) Drug 1: CC1=C(C=C(C=C1)NC(=O)C2=CC=C(C=C2)CN3CCN(CC3)C)NC4=NC=CC(=N4)C5=CN=CC=C5. Drug 2: C1=NC2=C(N1)C(=S)N=CN2. Cell line: SK-MEL-2. Synergy scores: CSS=10.6, Synergy_ZIP=-3.34, Synergy_Bliss=-2.08, Synergy_Loewe=-3.37, Synergy_HSA=-3.58.